This data is from NCI-60 drug combinations with 297,098 pairs across 59 cell lines. The task is: Regression. Given two drug SMILES strings and cell line genomic features, predict the synergy score measuring deviation from expected non-interaction effect. (1) Drug 1: CC1=CC2C(CCC3(C2CCC3(C(=O)C)OC(=O)C)C)C4(C1=CC(=O)CC4)C. Drug 2: C1CC(C1)(C(=O)O)C(=O)O.[NH2-].[NH2-].[Pt+2]. Cell line: SF-295. Synergy scores: CSS=14.2, Synergy_ZIP=0.844, Synergy_Bliss=-0.965, Synergy_Loewe=-18.9, Synergy_HSA=-3.11. (2) Drug 1: C1CC(=O)NC(=O)C1N2CC3=C(C2=O)C=CC=C3N. Drug 2: CN(C)N=NC1=C(NC=N1)C(=O)N. Cell line: OVCAR3. Synergy scores: CSS=-3.66, Synergy_ZIP=-2.29, Synergy_Bliss=-8.37, Synergy_Loewe=-9.47, Synergy_HSA=-8.14.